Dataset: Full USPTO retrosynthesis dataset with 1.9M reactions from patents (1976-2016). Task: Predict the reactants needed to synthesize the given product. (1) Given the product [C:1]([N:3]=[C:4]([N:49]1[CH2:50][CH2:51][N:46]([C:44]2[C:45]3[C:37]([CH3:36])=[CH:38][NH:39][C:40]=3[N:41]=[CH:42][N:43]=2)[CH2:47][C@@H:48]1[CH3:52])[NH:5][C:6]1[CH:11]=[CH:10][CH:9]=[C:8]([C:12]([F:13])([F:14])[F:15])[CH:7]=1)#[N:2], predict the reactants needed to synthesize it. The reactants are: [C:1]([N:3]=[C:4](OC1C=CC=CC=1)[NH:5][C:6]1[CH:11]=[CH:10][CH:9]=[C:8]([C:12]([F:15])([F:14])[F:13])[CH:7]=1)#[N:2].BrC1C=C(NC(=NC#N)[O-])C=CC=1.[CH3:36][C:37]1[C:45]2[C:44]([N:46]3[CH2:51][CH2:50][NH:49][C@@H:48]([CH3:52])[CH2:47]3)=[N:43][CH:42]=[N:41][C:40]=2[NH:39][CH:38]=1.C(N(CC)CC)C. (2) Given the product [CH2:16]([N:13]1[CH2:14][CH2:15][N:10]([CH2:8][C:5]2[CH:6]=[CH:7][C:2]([NH2:1])=[CH:3][C:4]=2[C:18]([F:21])([F:19])[F:20])[CH2:11][CH2:12]1)[CH3:17], predict the reactants needed to synthesize it. The reactants are: [NH2:1][C:2]1[CH:7]=[CH:6][C:5]([C:8]([N:10]2[CH2:15][CH2:14][N:13]([CH2:16][CH3:17])[CH2:12][CH2:11]2)=O)=[C:4]([C:18]([F:21])([F:20])[F:19])[CH:3]=1.